Predict the reactants needed to synthesize the given product. From a dataset of Full USPTO retrosynthesis dataset with 1.9M reactions from patents (1976-2016). Given the product [C:33]([O:37][C:38](=[O:47])[NH:39][CH2:40][C@@H:41]1[CH2:46][CH2:45][CH2:44][N:43]([CH2:31][C:3]2[C:2]([Cl:1])=[C:11]3[C:6]([C:7](=[O:26])[N:8]([CH2:13][C:14]4[CH:19]=[C:18]([Cl:20])[CH:17]=[CH:16][C:15]=4[S:21]([CH2:24][CH3:25])(=[O:23])=[O:22])[C:9](=[O:12])[NH:10]3)=[CH:5][C:4]=2[C:27]([F:29])([F:28])[F:30])[CH2:42]1)([CH3:36])([CH3:34])[CH3:35], predict the reactants needed to synthesize it. The reactants are: [Cl:1][C:2]1[C:3]([CH:31]=O)=[C:4]([C:27]([F:30])([F:29])[F:28])[CH:5]=[C:6]2[C:11]=1[NH:10][C:9](=[O:12])[N:8]([CH2:13][C:14]1[CH:19]=[C:18]([Cl:20])[CH:17]=[CH:16][C:15]=1[S:21]([CH2:24][CH3:25])(=[O:23])=[O:22])[C:7]2=[O:26].[C:33]([O:37][C:38](=[O:47])[NH:39][CH2:40][C@@H:41]1[CH2:46][CH2:45][CH2:44][NH:43][CH2:42]1)([CH3:36])([CH3:35])[CH3:34].